From a dataset of Catalyst prediction with 721,799 reactions and 888 catalyst types from USPTO. Predict which catalyst facilitates the given reaction. (1) Reactant: [CH3:1][C:2]1[N:7]=[C:6]2[S:8][C:9]3[CH:15]=[CH:14][CH:13]=[CH:12][CH2:11][C:10]=3[C:5]2=[C:4]([C:16]2[CH:21]=[CH:20][C:19]([CH3:22])=[CH:18][CH:17]=2)[C:3]=1[CH:23]([CH2:28][CH2:29][CH3:30])[C:24]([O:26]C)=[O:25].[OH-].[Na+]. Product: [CH3:1][C:2]1[N:7]=[C:6]2[S:8][C:9]3[CH:15]=[CH:14][CH:13]=[CH:12][CH2:11][C:10]=3[C:5]2=[C:4]([C:16]2[CH:17]=[CH:18][C:19]([CH3:22])=[CH:20][CH:21]=2)[C:3]=1[CH:23]([CH2:28][CH2:29][CH3:30])[C:24]([OH:26])=[O:25]. The catalyst class is: 24. (2) Reactant: [Br:1][C:2]1[CH:3]=[CH:4][C:5]([C:8]([OH:11])([CH3:10])[CH3:9])=[N:6][CH:7]=1.C(N(CC)C(C)C)(C)C.[CH3:21][Si:22]([CH3:29])([CH3:28])[CH2:23][CH2:24][O:25][CH2:26]Cl. Product: [Br:1][C:2]1[CH:3]=[CH:4][C:5]([C:8]([CH3:9])([O:11][CH2:26][O:25][CH2:24][CH2:23][Si:22]([CH3:29])([CH3:28])[CH3:21])[CH3:10])=[N:6][CH:7]=1. The catalyst class is: 2. (3) Reactant: [Si:1]([O:8][CH2:9][CH2:10][N:11]1[C:20]2[C:15](=[CH:16][CH:17]=[C:18]([N+:21]([O-])=O)[CH:19]=2)[CH2:14][CH2:13][C:12]1=[O:24])([C:4]([CH3:7])([CH3:6])[CH3:5])([CH3:3])[CH3:2]. Product: [NH2:21][C:18]1[CH:19]=[C:20]2[C:15]([CH2:14][CH2:13][C:12](=[O:24])[N:11]2[CH2:10][CH2:9][O:8][Si:1]([C:4]([CH3:6])([CH3:5])[CH3:7])([CH3:2])[CH3:3])=[CH:16][CH:17]=1. The catalyst class is: 349. (4) Reactant: [Cl:1][C:2]1[CH:7]=[CH:6][CH:5]=[C:4]([Cl:8])[C:3]=1[C:9]1[NH:13][C:12](=[O:14])[N:11]([C:15]2[CH:24]=[CH:23][C:18]([C:19](OC)=[O:20])=[C:17]([O:25][CH3:26])[CH:16]=2)[N:10]=1.[F:27][C:28]1[CH:34]=[CH:33][C:32]([C:35]([F:38])([F:37])[F:36])=[CH:31][C:29]=1[NH2:30].C[Al](C)C. Product: [Cl:8][C:4]1[CH:5]=[CH:6][CH:7]=[C:2]([Cl:1])[C:3]=1[C:9]1[NH:13][C:12](=[O:14])[N:11]([C:15]2[CH:24]=[CH:23][C:18]([C:19]([NH:30][C:29]3[CH:31]=[C:32]([C:35]([F:36])([F:37])[F:38])[CH:33]=[CH:34][C:28]=3[F:27])=[O:20])=[C:17]([O:25][CH3:26])[CH:16]=2)[N:10]=1. The catalyst class is: 11. (5) Reactant: [Br:1][C:2]1[S:6][C:5]([C:7]([O:9]CC)=O)=[N:4][C:3]=1[CH2:12][CH:13]1[CH2:18][CH2:17][CH2:16][CH2:15][CH2:14]1.[O:19]1[CH2:24][CH2:23][CH:22]([NH2:25])[CH2:21][CH2:20]1. Product: [Br:1][C:2]1[S:6][C:5]([C:7]([NH:25][CH:22]2[CH2:23][CH2:24][O:19][CH2:20][CH2:21]2)=[O:9])=[N:4][C:3]=1[CH2:12][CH:13]1[CH2:14][CH2:15][CH2:16][CH2:17][CH2:18]1. The catalyst class is: 11. (6) Reactant: [CH:1]([CH:3]([CH:6]([CH3:8])[CH3:7])[C:4]#[N:5])=O.O.[NH2:10][NH2:11].C(O)(=O)C. Product: [CH:6]([C:3]1[CH:1]=[N:10][NH:11][C:4]=1[NH2:5])([CH3:8])[CH3:7]. The catalyst class is: 14. (7) Reactant: [Cl:1][C:2]1[CH:7]=[C:6]([Cl:8])[N:5]=[CH:4][C:3]=1[CH2:9][OH:10].CN(C)C=O.N1C=CN=C1.[C:21]([Si:25](Cl)([CH3:27])[CH3:26])([CH3:24])([CH3:23])[CH3:22]. Product: [Si:25]([O:10][CH2:9][C:3]1[C:2]([Cl:1])=[CH:7][C:6]([Cl:8])=[N:5][CH:4]=1)([C:21]([CH3:24])([CH3:23])[CH3:22])([CH3:27])[CH3:26]. The catalyst class is: 6.